From a dataset of Full USPTO retrosynthesis dataset with 1.9M reactions from patents (1976-2016). Predict the reactants needed to synthesize the given product. (1) Given the product [CH2:1]([O:3][C:4]1[CH:9]=[CH:8][C:7]([NH:10][C:11]([NH:21][CH2:20][CH2:19][C:14]2[CH:15]=[CH:16][CH:17]=[CH:18][N:13]=2)=[S:12])=[CH:6][CH:5]=1)[CH3:2], predict the reactants needed to synthesize it. The reactants are: [CH2:1]([O:3][C:4]1[CH:9]=[CH:8][C:7]([N:10]=[C:11]=[S:12])=[CH:6][CH:5]=1)[CH3:2].[N:13]1[CH:18]=[CH:17][CH:16]=[CH:15][C:14]=1[CH2:19][CH2:20][NH2:21].C(O)C(N)(CO)CO. (2) Given the product [N+:11]([C:3]1[CH:4]=[C:5]([C:8](=[O:10])[CH3:9])[CH:6]=[CH:7][C:2]=1[CH:14]=[CH2:15])([O-:13])=[O:12], predict the reactants needed to synthesize it. The reactants are: Br[C:2]1[CH:7]=[CH:6][C:5]([C:8](=[O:10])[CH3:9])=[CH:4][C:3]=1[N+:11]([O-:13])=[O:12].[CH2:14](OB(C=C)OCCCC)[CH2:15]CC.C(=O)([O-])[O-].[Na+].[Na+].